Dataset: Full USPTO retrosynthesis dataset with 1.9M reactions from patents (1976-2016). Task: Predict the reactants needed to synthesize the given product. (1) Given the product [F:23][C:19]1[N:18]2[CH:24]=[C:15]([CH2:14][N:2]([CH3:1])[CH:3]3[C:8]4=[N:9][CH:10]=[CH:11][CH:12]=[C:7]4[O:6][CH2:5][CH2:4]3)[N:16]=[C:17]2[CH:22]=[CH:21][CH:20]=1, predict the reactants needed to synthesize it. The reactants are: [CH3:1][NH:2][CH:3]1[C:8]2=[N:9][CH:10]=[CH:11][CH:12]=[C:7]2[O:6][CH2:5][CH2:4]1.Cl[CH2:14][C:15]1[N:16]=[C:17]2[CH:22]=[CH:21][CH:20]=[C:19]([F:23])[N:18]2[CH:24]=1.[I-].[K+].C(N(C(C)C)CC)(C)C. (2) Given the product [Br:8][C:5]1[CH:6]=[CH:7][C:2]([N:1]=[CH2:10])=[N:3][CH:4]=1, predict the reactants needed to synthesize it. The reactants are: [NH2:1][C:2]1[CH:7]=[CH:6][C:5]([Br:8])=[CH:4][N:3]=1.F[C:10](F)(F)C(O)=O. (3) Given the product [Cl:1][C:2]1[CH:3]=[CH:4][C:5]([C:8]2[CH:13]=[CH:12][CH:11]=[CH:10][C:9]=2[CH2:14][N:15]2[CH2:16][CH2:17][N:18]([C:21]3[CH:22]=[CH:23][C:24]([C:54]([O:56][CH3:57])=[O:55])=[C:25]([O:26][C:27]4[CH:28]=[C:29]5[C:33](=[CH:34][CH:35]=4)[NH:32][CH:31]=[C:30]5[CH2:43][CH2:44][C:45]([N:47]4[CH2:52][CH2:51][O:50][CH2:49][CH2:48]4)=[O:46])[CH:53]=3)[CH2:19][CH2:20]2)=[CH:6][CH:7]=1, predict the reactants needed to synthesize it. The reactants are: [Cl:1][C:2]1[CH:7]=[CH:6][C:5]([C:8]2[CH:13]=[CH:12][CH:11]=[CH:10][C:9]=2[CH2:14][N:15]2[CH2:20][CH2:19][N:18]([C:21]3[CH:22]=[CH:23][C:24]([C:54]([O:56][CH3:57])=[O:55])=[C:25]([CH:53]=3)[O:26][C:27]3[CH:28]=[C:29]4[C:33](=[CH:34][CH:35]=3)[N:32](C(OC(C)(C)C)=O)[CH:31]=[C:30]4[CH2:43][CH2:44][C:45]([N:47]3[CH2:52][CH2:51][O:50][CH2:49][CH2:48]3)=[O:46])[CH2:17][CH2:16]2)=[CH:4][CH:3]=1.Cl. (4) The reactants are: [CH2:1]([O:3][C:4](=[O:15])[C@:5]([CH2:12][C:13]#[N:14])([CH2:9][CH2:10][CH3:11])[C:6](O)=[O:7])[CH3:2].CN1CCOCC1.[BH4-].[Na+].CO. Given the product [CH2:1]([O:3][C:4](=[O:15])[C@@:5]([CH2:12][C:13]#[N:14])([CH2:6][OH:7])[CH2:9][CH2:10][CH3:11])[CH3:2], predict the reactants needed to synthesize it. (5) Given the product [CH3:23][O:24][C:25]1[CH:30]=[CH:29][C:28]([NH:31][C:32]([N:17]2[CH2:18][CH2:19][N:14]([C:11]3[N:12]=[CH:13][C:8]4[C:6](=[O:7])[C:5]([C:20]([OH:22])=[O:21])=[CH:4][N:3]([CH2:2][CH3:1])[C:9]=4[N:10]=3)[CH2:15][CH2:16]2)=[S:33])=[CH:27][CH:26]=1, predict the reactants needed to synthesize it. The reactants are: [CH3:1][CH2:2][N:3]1[C:9]2[N:10]=[C:11]([N:14]3[CH2:19][CH2:18][NH:17][CH2:16][CH2:15]3)[N:12]=[CH:13][C:8]=2[C:6](=[O:7])[C:5]([C:20]([OH:22])=[O:21])=[CH:4]1.[CH3:23][O:24][C:25]1[CH:30]=[CH:29][C:28]([N:31]=[C:32]=[S:33])=[CH:27][CH:26]=1.